From a dataset of Full USPTO retrosynthesis dataset with 1.9M reactions from patents (1976-2016). Predict the reactants needed to synthesize the given product. (1) Given the product [CH3:1][C:2]1([CH3:40])[N:6]([C:7]([O:9][C:10]([CH3:13])([CH3:12])[CH3:11])=[O:8])[C@@:5]([CH3:39])([C:14]2[S:41][C:17]([C:19]3[CH:24]=[CH:23][C:22]([O:25][CH2:26][CH2:27][CH2:28][CH2:29][CH2:30][CH2:31][CH2:32][CH3:33])=[C:21]([C:34]([F:37])([F:36])[F:35])[CH:20]=3)=[CH:16][N:15]=2)[CH2:4][O:3]1, predict the reactants needed to synthesize it. The reactants are: [CH3:1][C:2]1([CH3:40])[N:6]([C:7]([O:9][C:10]([CH3:13])([CH3:12])[CH3:11])=[O:8])[C@@:5]([CH3:39])([C:14](=O)[NH:15][CH2:16][C:17]([C:19]2[CH:24]=[CH:23][C:22]([O:25][CH2:26][CH2:27][CH2:28][CH2:29][CH2:30][CH2:31][CH2:32][CH3:33])=[C:21]([C:34]([F:37])([F:36])[F:35])[CH:20]=2)=O)[CH2:4][O:3]1.[S:41]1C=CN=C1. (2) Given the product [C:1]([C:3]1[CH:12]=[CH:11][C:10]2[C:5](=[CH:6][CH:7]=[C:8]([C:13]([NH:15][C:16]3[C:21]([CH3:22])=[CH:20][C:19]([C:23]([F:35])([C:28]([F:34])([F:33])[C:29]([F:30])([F:31])[F:32])[C:24]([F:25])([F:26])[F:27])=[CH:18][C:17]=3[CH2:36][CH3:37])=[O:14])[CH:9]=2)[N+:4]=1[O-:40])#[N:2], predict the reactants needed to synthesize it. The reactants are: [C:1]([C:3]1[CH:12]=[CH:11][C:10]2[C:5](=[CH:6][CH:7]=[C:8]([C:13]([NH:15][C:16]3[C:21]([CH3:22])=[CH:20][C:19]([C:23]([F:35])([C:28]([F:34])([F:33])[C:29]([F:32])([F:31])[F:30])[C:24]([F:27])([F:26])[F:25])=[CH:18][C:17]=3[CH2:36][CH3:37])=[O:14])[CH:9]=2)[N:4]=1)#[N:2].NC(N)=[O:40].OO.FC(F)(F)C(OC(=O)C(F)(F)F)=O. (3) The reactants are: Br[C:2]1[CH:7]=[C:6]([CH3:8])[C:5]([Br:9])=[CH:4][N:3]=1.[NH2:10][C:11]1[N:16]=[CH:15][C:14](B(O)O)=[CH:13][N:12]=1.C(=O)([O-])[O-].[K+].[K+].O1CCOCC1. Given the product [Br:9][C:5]1[C:6]([CH3:8])=[CH:7][C:2]([C:14]2[CH:13]=[N:12][C:11]([NH2:10])=[N:16][CH:15]=2)=[N:3][CH:4]=1, predict the reactants needed to synthesize it. (4) The reactants are: [F:1][C:2]1[CH:7]=[CH:6][C:5]([C:8]2[CH:9]=[N:10][C:11]([N:14]3[CH2:19][CH2:18][N:17](C(OC(C)(C)C)=O)[CH2:16][CH2:15]3)=[N:12][CH:13]=2)=[CH:4][CH:3]=1.FC(F)(F)C(O)=O.C(N(CC)CC)C.[CH3:41][S:42](Cl)(=[O:44])=[O:43]. Given the product [F:1][C:2]1[CH:7]=[CH:6][C:5]([C:8]2[CH:9]=[N:10][C:11]([N:14]3[CH2:19][CH2:18][N:17]([S:42]([CH3:41])(=[O:44])=[O:43])[CH2:16][CH2:15]3)=[N:12][CH:13]=2)=[CH:4][CH:3]=1, predict the reactants needed to synthesize it. (5) Given the product [NH:27]1[C:36]2[CH2:35][CH2:34][CH2:33][CH2:32][N:31]([C:10]([CH:7]3[CH2:6][CH2:5][N:4]([C:1](=[O:3])[CH3:2])[CH2:9][CH2:8]3)=[O:12])[C:30]=2[CH:29]=[CH:28]1, predict the reactants needed to synthesize it. The reactants are: [C:1]([N:4]1[CH2:9][CH2:8][CH:7]([C:10]([OH:12])=O)[CH2:6][CH2:5]1)(=[O:3])[CH3:2].C(Cl)CCl.C1C=CC2N(O)N=NC=2C=1.[NH:27]1[C:36]2[CH2:35][CH2:34][CH2:33][CH2:32][NH:31][C:30]=2[CH:29]=[CH:28]1. (6) Given the product [CH2:1]([N:8]1[CH2:16][C@@H:15]2[C@:10]([CH3:23])([CH2:11][CH2:12][C:13]3[C:20]([Cl:21])=[C:19]([O:29][CH3:27])[CH:18]=[CH:17][C:14]=32)[CH2:9]1)[C:2]1[CH:7]=[CH:6][CH:5]=[CH:4][CH:3]=1, predict the reactants needed to synthesize it. The reactants are: [CH2:1]([N:8]1[CH2:16][C@@H:15]2[C@:10]([CH3:23])([CH2:11][CH2:12][C:13]3[C:20]([Cl:21])=[C:19](Br)[CH:18]=[CH:17][C:14]=32)[CH2:9]1)[C:2]1[CH:7]=[CH:6][CH:5]=[CH:4][CH:3]=1.C[O-].[Na+].[C:27](OCC)(=[O:29])C. (7) Given the product [Br:31][CH2:2][CH2:3][CH2:4][CH2:5][C:6]1[S:29][C:9]2=[N:10][CH:11]=[C:12]([C:27]#[N:28])[C:13]([NH:14][C:15]3[CH:20]=[C:19]([O:21][CH3:22])[C:18]([O:23][CH3:24])=[C:17]([O:25][CH3:26])[CH:16]=3)=[C:8]2[CH:7]=1, predict the reactants needed to synthesize it. The reactants are: O[CH2:2][CH2:3][CH2:4][CH2:5][C:6]1[S:29][C:9]2=[N:10][CH:11]=[C:12]([C:27]#[N:28])[C:13]([NH:14][C:15]3[CH:20]=[C:19]([O:21][CH3:22])[C:18]([O:23][CH3:24])=[C:17]([O:25][CH3:26])[CH:16]=3)=[C:8]2[CH:7]=1.C(Br)(Br)(Br)[Br:31].C1(P(C2C=CC=CC=2)C2C=CC=CC=2)C=CC=CC=1. (8) Given the product [CH3:2][O:3][C:4](=[O:27])[C@H:5]([CH2:7][C:8]1[CH:9]=[CH:10][C:11]([C:14]2[C:15](=[O:26])[N:16]([CH3:25])[C:17]([CH3:24])=[CH:18][C:19]=2[C:20]([F:21])([F:22])[F:23])=[CH:12][CH:13]=1)[NH:6][C:15]([C:14]1[C:11]([CH3:12])=[CH:10][CH:9]=[CH:8][C:36]=1[CH2:34][CH3:35])=[O:26], predict the reactants needed to synthesize it. The reactants are: Cl.[CH3:2][O:3][C:4](=[O:27])[C@H:5]([CH2:7][C:8]1[CH:13]=[CH:12][C:11]([C:14]2[C:15](=[O:26])[N:16]([CH3:25])[C:17]([CH3:24])=[CH:18][C:19]=2[C:20]([F:23])([F:22])[F:21])=[CH:10][CH:9]=1)[NH2:6].CCN([CH:34]([CH3:36])[CH3:35])C(C)C.